This data is from Peptide-MHC class I binding affinity with 185,985 pairs from IEDB/IMGT. The task is: Regression. Given a peptide amino acid sequence and an MHC pseudo amino acid sequence, predict their binding affinity value. This is MHC class I binding data. (1) The peptide sequence is RDYRTISPR. The MHC is HLA-A26:01 with pseudo-sequence HLA-A26:01. The binding affinity (normalized) is 0.0847. (2) The peptide sequence is RGKLKRRAI. The MHC is HLA-B53:01 with pseudo-sequence HLA-B53:01. The binding affinity (normalized) is 0. (3) The binding affinity (normalized) is 0.332. The peptide sequence is MLKLFTHDIM. The MHC is HLA-A02:01 with pseudo-sequence HLA-A02:01. (4) The peptide sequence is NTMCTEETKR. The MHC is HLA-A03:01 with pseudo-sequence HLA-A03:01. The binding affinity (normalized) is 0.0407. (5) The peptide sequence is RVEESRARL. The MHC is HLA-A31:01 with pseudo-sequence HLA-A31:01. The binding affinity (normalized) is 0.0847. (6) The peptide sequence is FHNNWGATL. The MHC is HLA-B40:01 with pseudo-sequence HLA-B40:01. The binding affinity (normalized) is 0.